Predict the reactants needed to synthesize the given product. From a dataset of Full USPTO retrosynthesis dataset with 1.9M reactions from patents (1976-2016). (1) The reactants are: Cl[C:2]1[CH:7]=[CH:6][C:5]([Cl:8])=[CH:4][N:3]=1.ClCCl.[CH3:12][N:13](C=O)C. Given the product [Cl:8][C:5]1[CH:6]=[CH:7][C:2]([C:12]#[N:13])=[N:3][CH:4]=1, predict the reactants needed to synthesize it. (2) Given the product [Cl:22][C:23]1[CH:28]=[CH:27][CH:26]=[C:25]([Cl:29])[C:24]=1[NH:30][C:31](=[O:32])[N:2]([CH3:1])[C:3]1[CH:8]=[C:7]([NH:9][C:10]2[CH:15]=[CH:14][C:13]([N:16]3[CH2:17][CH2:18][O:19][CH2:20][CH2:21]3)=[CH:12][CH:11]=2)[N:6]=[CH:5][N:4]=1, predict the reactants needed to synthesize it. The reactants are: [CH3:1][NH:2][C:3]1[CH:8]=[C:7]([NH:9][C:10]2[CH:15]=[CH:14][C:13]([N:16]3[CH2:21][CH2:20][O:19][CH2:18][CH2:17]3)=[CH:12][CH:11]=2)[N:6]=[CH:5][N:4]=1.[Cl:22][C:23]1[CH:28]=[CH:27][CH:26]=[C:25]([Cl:29])[C:24]=1[N:30]=[C:31]=[O:32]. (3) Given the product [N+:31]([C:28]1[CH:29]=[CH:30][C:25]([O:1][CH2:2][CH2:3][C:4]2[N:9]=[C:8]([NH:10][C:11](=[O:17])[O:12][C:13]([CH3:14])([CH3:16])[CH3:15])[CH:7]=[CH:6][CH:5]=2)=[CH:26][CH:27]=1)([O-:33])=[O:32], predict the reactants needed to synthesize it. The reactants are: [OH:1][CH2:2][CH2:3][C:4]1[N:9]=[C:8]([NH:10][C:11](=[O:17])[O:12][C:13]([CH3:16])([CH3:15])[CH3:14])[CH:7]=[CH:6][CH:5]=1.CC(C)([O-])C.[K+].F[C:25]1[CH:30]=[CH:29][C:28]([N+:31]([O-:33])=[O:32])=[CH:27][CH:26]=1.O. (4) Given the product [NH:1]1[C:7]2[CH:8]=[CH:9][CH:10]=[CH:11][C:6]=2[CH2:5][CH2:4][CH2:3][CH2:2]1, predict the reactants needed to synthesize it. The reactants are: [NH:1]1[C:7]2[CH:8]=[CH:9][CH:10]=[CH:11][C:6]=2[CH2:5][CH2:4][CH2:3][C:2]1=O.[H-].[H-].[H-].[H-].[Li+].[Al+3].[C@H](O)(C([O-])=O)[C@@H](O)C([O-])=O.[Na+].[K+].